This data is from Retrosynthesis with 50K atom-mapped reactions and 10 reaction types from USPTO. The task is: Predict the reactants needed to synthesize the given product. (1) Given the product Cc1ccc(S(=O)(=O)OCCCN2CCN3CCCCC3C2)cc1, predict the reactants needed to synthesize it. The reactants are: Cc1ccc(S(=O)(=O)Cl)cc1.OCCCN1CCN2CCCCC2C1. (2) Given the product BrCc1ccc(Cc2ccccc2)cc1, predict the reactants needed to synthesize it. The reactants are: O=C(c1ccccc1)c1ccc(CBr)cc1. (3) Given the product CN(C[C@@H](N)CC1CCC(O[Si](C)(C)C(C)(C)C)CC1)C(=O)OCC[Si](C)(C)C, predict the reactants needed to synthesize it. The reactants are: CN(C[C@H](CC1CCC(O[Si](C)(C)C(C)(C)C)CC1)NC(=O)OC(C)(C)C)C(=O)OCC[Si](C)(C)C. (4) Given the product CCOC(=O)c1ccc(C)c(I)c1, predict the reactants needed to synthesize it. The reactants are: CCO.Cc1ccc(C(=O)O)cc1I. (5) Given the product c1cc(-c2c[nH]c3ncnc(Nc4ccc5[nH]ncc5c4)c23)ccn1, predict the reactants needed to synthesize it. The reactants are: Brc1c[nH]c2ncnc(Nc3ccc4[nH]ncc4c3)c12.OB(O)c1ccncc1. (6) Given the product CCOC(=O)Cc1ccc(OCCCN2C(=O)c3ccccc3C2=O)c(OC)c1, predict the reactants needed to synthesize it. The reactants are: CCOC(=O)Cc1ccc(OCCCCl)c(OC)c1.O=C1NC(=O)c2ccccc21. (7) Given the product N#Cc1ccc(Oc2ccc(C=O)c3cccnc23)nc1, predict the reactants needed to synthesize it. The reactants are: N#Cc1ccc(Cl)nc1.O=Cc1ccc(O)c2ncccc12.